Dataset: Full USPTO retrosynthesis dataset with 1.9M reactions from patents (1976-2016). Task: Predict the reactants needed to synthesize the given product. Given the product [ClH:18].[CH3:17][S:14]([N:11]1[CH2:12][CH2:13][NH:8][CH2:9][CH2:10]1)(=[O:16])=[O:15], predict the reactants needed to synthesize it. The reactants are: C([N:8]1[CH2:13][CH2:12][N:11]([S:14]([CH3:17])(=[O:16])=[O:15])[CH2:10][CH2:9]1)C1C=CC=CC=1.[Cl:18]C(OC(Cl)C)=O.